This data is from CYP2D6 inhibition data for predicting drug metabolism from PubChem BioAssay. The task is: Regression/Classification. Given a drug SMILES string, predict its absorption, distribution, metabolism, or excretion properties. Task type varies by dataset: regression for continuous measurements (e.g., permeability, clearance, half-life) or binary classification for categorical outcomes (e.g., BBB penetration, CYP inhibition). Dataset: cyp2d6_veith. (1) The result is 0 (non-inhibitor). The compound is COc1cccc(NC(=O)c2oc3ccccc3c2NC(=O)c2ccc3c(c2)OCO3)c1. (2) The molecule is Cn1c(=S)c2[nH]c(SCCN3C(=O)c4ccccc4C3=O)nc2n(C)c1=O. The result is 0 (non-inhibitor). (3) The drug is O=C(NCC1CCCO1)C(c1cccnc1)N(C(=O)Cc1cccs1)c1cccnc1. The result is 0 (non-inhibitor). (4) The molecule is O=C(c1cc(C(F)(F)F)cc(C(F)(F)F)c1)N1CCC2(CC1)CN(Cc1ccncc1)C2. The result is 0 (non-inhibitor).